From a dataset of Catalyst prediction with 721,799 reactions and 888 catalyst types from USPTO. Predict which catalyst facilitates the given reaction. (1) Reactant: [CH2:1]([O:3][C:4]([C@H:6]1[CH2:11][CH2:10][C@@H:9]([NH:12][C:13]([O:15][CH2:16][C:17]2[CH:22]=[CH:21][CH:20]=[CH:19][CH:18]=2)=[O:14])[C@H:8]([NH:23][C:24]([O:26][C:27]([CH3:30])([CH3:29])[CH3:28])=[O:25])[CH2:7]1)=[O:5])[CH3:2].[O-]CC.[Na+]. Product: [CH2:1]([O:3][C:4]([C@@H:6]1[CH2:11][CH2:10][C@@H:9]([NH:12][C:13]([O:15][CH2:16][C:17]2[CH:18]=[CH:19][CH:20]=[CH:21][CH:22]=2)=[O:14])[C@H:8]([NH:23][C:24]([O:26][C:27]([CH3:28])([CH3:30])[CH3:29])=[O:25])[CH2:7]1)=[O:5])[CH3:2]. The catalyst class is: 8. (2) Reactant: [CH2:1]1[C:15](=O)[C:14]2[C:5](=[C:6]([OH:18])[C:7]3[C:12]([C:13]=2[OH:17])=[CH:11][CH:10]=[CH:9][CH:8]=3)[C:3](=O)[CH2:2]1.[NH2:19][CH2:20][CH2:21][N:22]1[CH2:27][CH2:26][CH2:25][CH:24]([CH2:28][OH:29])[CH2:23]1. The catalyst class is: 8. Product: [OH:29][CH2:28][CH:24]1[CH2:25][CH2:26][CH2:27][N:22]([CH2:21][CH2:20][NH:19][C:15]2[C:14]3[C:13](=[O:17])[C:12]4[C:7](=[CH:8][CH:9]=[CH:10][CH:11]=4)[C:6](=[O:18])[C:5]=3[C:3]([NH:19][CH2:20][CH2:21][N:22]3[CH2:27][CH2:26][CH2:25][CH:24]([CH2:28][OH:29])[CH2:23]3)=[CH:2][CH:1]=2)[CH2:23]1. (3) Reactant: O[CH2:2][C:3]1[CH:4]=[CH:5][C:6]([O:20][C:21]2[CH:26]=[CH:25][CH:24]=[CH:23][CH:22]=2)=[C:7]([C:9]2[C:10]3[CH:19]=[CH:18][NH:17][C:11]=3[C:12](=[O:16])[N:13]([CH3:15])[CH:14]=2)[CH:8]=1.[NH:27]1[CH:31]=[CH:30][CH:29]=[N:28]1.C1(P(C2C=CC=CC=2)C2C=CC=CC=2)C=CC=CC=1.N(C(OC(C)(C)C)=O)=NC(OC(C)(C)C)=O. Product: [CH3:15][N:13]1[CH:14]=[C:9]([C:7]2[CH:8]=[C:3]([CH2:2][N:27]3[CH:31]=[CH:30][CH:29]=[N:28]3)[CH:4]=[CH:5][C:6]=2[O:20][C:21]2[CH:22]=[CH:23][CH:24]=[CH:25][CH:26]=2)[C:10]2[CH:19]=[CH:18][NH:17][C:11]=2[C:12]1=[O:16]. The catalyst class is: 7. (4) Reactant: [NH2:1][C:2]1[CH:10]=[C:9]([O:11][CH3:12])[CH:8]=[CH:7][C:3]=1[C:4](O)=[O:5].CC[N:15]=C=NCCCN(C)C.Cl.C1C=CC2N(O)N=NC=2C=1.CN1CCOCC1.[NH4+].[OH-]. Product: [NH2:1][C:2]1[CH:10]=[C:9]([O:11][CH3:12])[CH:8]=[CH:7][C:3]=1[C:4]([NH2:15])=[O:5]. The catalyst class is: 1.